Dataset: Reaction yield outcomes from USPTO patents with 853,638 reactions. Task: Predict the reaction yield, written as a fraction of the theoretical maximum amount of product (1.0 means a 100% yield; for example, 0.34 means a 34% yield). (1) The reactants are [Cl:1][C:2]1[CH:7]=[CH:6][CH:5]=[C:4]([C:8]#[CH:9])[CH:3]=1.[C:10]([O:14][C:15]([N:17]1[CH2:22][CH2:21][C:20]2[NH:23][C:24]([C:26]3[CH:31]=[CH:30][N:29]=[C:28](I)[N:27]=3)=[CH:25][C:19]=2[C:18]1=[O:33])=[O:16])([CH3:13])([CH3:12])[CH3:11].[CH2:34](N(CC)CC)C. The catalyst is C(#N)C.[Cu](I)I.Cl[Pd](Cl)([P](C1C=CC=CC=1)(C1C=CC=CC=1)C1C=CC=CC=1)[P](C1C=CC=CC=1)(C1C=CC=CC=1)C1C=CC=CC=1. The product is [C:10]([O:14][C:15]([N:17]1[CH2:22][CH2:21][C:20]2[N:23]([CH3:34])[C:24]([C:26]3[CH:31]=[CH:30][N:29]=[C:28]([C:9]#[C:8][C:4]4[CH:5]=[CH:6][CH:7]=[C:2]([Cl:1])[CH:3]=4)[N:27]=3)=[CH:25][C:19]=2[C:18]1=[O:33])=[O:16])([CH3:13])([CH3:12])[CH3:11]. The yield is 0.600. (2) The reactants are [C:1]([CH:3]1[CH2:8][CH2:7][NH:6][CH2:5][CH2:4]1)#[N:2].[C:9](O[C:9]([O:11][C:12]([CH3:15])([CH3:14])[CH3:13])=[O:10])([O:11][C:12]([CH3:15])([CH3:14])[CH3:13])=[O:10]. The catalyst is CO. The product is [C:12]([O:11][C:9]([N:6]1[CH2:7][CH2:8][CH:3]([C:1]#[N:2])[CH2:4][CH2:5]1)=[O:10])([CH3:15])([CH3:14])[CH3:13]. The yield is 0.800. (3) The reactants are [Cl:1][C:2]1[CH:3]=[C:4]([CH:6]=[C:7]([Cl:10])[C:8]=1[CH3:9])[NH2:5].[C:11](N1C=CN=C1)(N1C=CN=C1)=[S:12]. The product is [Cl:1][C:2]1[CH:3]=[C:4]([N:5]=[C:11]=[S:12])[CH:6]=[C:7]([Cl:10])[C:8]=1[CH3:9]. The catalyst is ClCCl. The yield is 0.650. (4) The reactants are C(=[N:14][C:15]1[CH:16]=[C:17]([C:21]2([CH3:28])[NH:26][C:25](=[O:27])[CH2:24][O:23][CH2:22]2)[CH:18]=[CH:19][CH:20]=1)(C1C=CC=CC=1)C1C=CC=CC=1.[ClH:29]. The catalyst is O1CCOCC1. The product is [ClH:29].[NH2:14][C:15]1[CH:16]=[C:17]([C:21]2([CH3:28])[NH:26][C:25](=[O:27])[CH2:24][O:23][CH2:22]2)[CH:18]=[CH:19][CH:20]=1. The yield is 0.880. (5) The reactants are [CH3:1][O:2][C:3]1[C:8]([CH2:9][N:10]2[CH2:15][CH2:14][C:13]([CH2:21][CH2:22][C:23]3[CH:28]=[CH:27][CH:26]=[CH:25][CH:24]=3)([C:16](OCC)=[O:17])[CH2:12][CH2:11]2)=[CH:7][CH:6]=[CH:5][N:4]=1.[H-].C([Al+]CC(C)C)C(C)C.O.O.O.O.C(C(C(C([O-])=O)O)O)([O-])=O.[Na+].[K+].C(OCC)(=O)C. The catalyst is C(OCC)C. The product is [CH3:1][O:2][C:3]1[C:8]([CH2:9][N:10]2[CH2:11][CH2:12][C:13]([CH2:21][CH2:22][C:23]3[CH:24]=[CH:25][CH:26]=[CH:27][CH:28]=3)([CH2:16][OH:17])[CH2:14][CH2:15]2)=[CH:7][CH:6]=[CH:5][N:4]=1. The yield is 0.790. (6) The reactants are [OH:1][B:2]1[C:6]2[C:7]([CH2:11][CH2:12][C:13]#[N:14])=[CH:8][CH:9]=[CH:10][C:5]=2[CH2:4][O:3]1.[N-:15]=[N+:16]=[N-:17].[Na+].[NH4+].[Cl-]. The catalyst is CN(C=O)C. The product is [NH:15]1[C:13]([CH2:12][CH2:11][C:7]2[C:6]3[B:2]([OH:1])[O:3][CH2:4][C:5]=3[CH:10]=[CH:9][CH:8]=2)=[N:14][N:17]=[N:16]1. The yield is 0.125. (7) The reactants are [CH3:1][O:2][C:3]1[CH:8]=[CH:7][CH:6]=[CH:5][C:4]=1[OH:9].[C:10]1(=O)[O:15][C:13](=[O:14])[C:12]2=[CH:16][CH:17]=[CH:18][CH:19]=[C:11]12. No catalyst specified. The product is [OH:9][C:4]1[CH:5]=[CH:6][C:7]([C:10]2([C:7]3[CH:6]=[CH:5][C:4]([OH:9])=[C:3]([O:2][CH3:1])[CH:8]=3)[C:11]3[C:12](=[CH:16][CH:17]=[CH:18][CH:19]=3)[C:13](=[O:14])[O:15]2)=[CH:8][C:3]=1[O:2][CH3:1]. The yield is 0.790.